Dataset: Full USPTO retrosynthesis dataset with 1.9M reactions from patents (1976-2016). Task: Predict the reactants needed to synthesize the given product. (1) Given the product [F:1][C:2]1[CH:7]=[CH:6][C:5]([N+:8]([O-:10])=[O:9])=[CH:4][C:3]=1[CH2:11][O:12][CH:14]1[CH2:15][CH2:16][CH2:17][CH2:18][O:13]1, predict the reactants needed to synthesize it. The reactants are: [F:1][C:2]1[CH:7]=[CH:6][C:5]([N+:8]([O-:10])=[O:9])=[CH:4][C:3]=1[CH2:11][OH:12].[O:13]1[CH:18]=[CH:17][CH2:16][CH2:15][CH2:14]1. (2) Given the product [CH3:15][O:16][CH2:17][CH2:18][NH:19][S:2]([C:5]1[CH:6]=[C:7]2[C:11](=[CH:12][CH:13]=1)[NH:10][C:9](=[O:14])[CH2:8]2)(=[O:4])=[O:3], predict the reactants needed to synthesize it. The reactants are: Cl[S:2]([C:5]1[CH:6]=[C:7]2[C:11](=[CH:12][CH:13]=1)[NH:10][C:9](=[O:14])[CH2:8]2)(=[O:4])=[O:3].[CH3:15][O:16][CH2:17][CH2:18][NH2:19].N1C=CC=CC=1. (3) The reactants are: [C:1]([O:5][C:6]([NH:8][CH2:9][CH2:10][OH:11])=[O:7])([CH3:4])([CH3:3])[CH3:2].CC(C)([O-])C.[K+].F[C:19]1[CH:29]=[C:28]([F:30])[CH:27]=[CH:26][C:20]=1[C:21]([O:23][CH2:24][CH3:25])=[O:22]. Given the product [C:1]([O:5][C:6]([NH:8][CH2:9][CH2:10][O:11][C:26]1[CH:27]=[C:28]([F:30])[CH:29]=[CH:19][C:20]=1[C:21]([O:23][CH2:24][CH3:25])=[O:22])=[O:7])([CH3:4])([CH3:3])[CH3:2], predict the reactants needed to synthesize it. (4) The reactants are: [NH2:1][C:2]1[C:7]([C:8]#[N:9])=[C:6]([C:10]2[CH:15]=[CH:14][C:13]([O:16][CH2:17][CH2:18][OH:19])=[CH:12][CH:11]=2)[C:5]([C:20]#[N:21])=[C:4]([S:22][CH2:23][C:24]2[N:25]=[C:26]([C:29]3[CH:34]=[CH:33][C:32]([Cl:35])=[CH:31][CH:30]=3)[S:27][CH:28]=2)[N:3]=1.C(OC([NH:43][C@H:44]([C:58](O)=[O:59])[CH2:45][C:46]1[N:50]=[CH:49][N:48](C(OC(C)(C)C)=O)[CH:47]=1)=O)(C)(C)C.[ClH:61].CN(C)CCCN=C=NCC.CN(C=O)C. Given the product [ClH:35].[ClH:61].[NH2:43][C@H:44]([C:58]([O:19][CH2:18][CH2:17][O:16][C:13]1[CH:12]=[CH:11][C:10]([C:6]2[C:5]([C:20]#[N:21])=[C:4]([S:22][CH2:23][C:24]3[N:25]=[C:26]([C:29]4[CH:30]=[CH:31][C:32]([Cl:35])=[CH:33][CH:34]=4)[S:27][CH:28]=3)[N:3]=[C:2]([NH2:1])[C:7]=2[C:8]#[N:9])=[CH:15][CH:14]=1)=[O:59])[CH2:45][C:46]1[N:50]=[CH:49][NH:48][CH:47]=1, predict the reactants needed to synthesize it. (5) Given the product [OH:17][C@H:14]1[C@@H:15]([CH3:16])[N:11]([C:9]2[CH:8]=[CH:7][C:4]([C:5]#[N:6])=[C:3]([C:2]([F:1])([F:21])[F:22])[CH:10]=2)[C:12](=[O:20])[C:13]1([CH3:18])[CH3:19], predict the reactants needed to synthesize it. The reactants are: [F:1][C:2]([F:22])([F:21])[C:3]1[CH:10]=[C:9]([N:11]2[CH:15]([CH3:16])[C:14](=[O:17])[C:13]([CH3:19])([CH3:18])[C:12]2=[O:20])[CH:8]=[CH:7][C:4]=1[C:5]#[N:6].C([BH-](C(CC)C)C(CC)C)(CC)C.[Li+].C1COCC1.O.